Dataset: Catalyst prediction with 721,799 reactions and 888 catalyst types from USPTO. Task: Predict which catalyst facilitates the given reaction. (1) Reactant: [Si]([O:8][C@@H:9]1[C@@:37]2([CH3:38])[C:13](=[CH:14][CH:15]=[C:16]3[C@@H:36]2[CH2:35][CH2:34][C@@:33]2([CH3:39])[C@H:17]3[CH2:18][CH:19]=[C:20]2[C@H:21]([CH2:23][CH2:24][C:25]#[C:26][C:27]([CH2:31][CH3:32])([OH:30])[CH2:28][CH3:29])[CH3:22])[CH2:12][C@@H:11]([O:40][Si](C(C)(C)C)(C)C)[CH2:10]1)(C(C)(C)C)(C)C.[F-].C([N+](CCCC)(CCCC)CCCC)CCC. Product: [OH:8][C@@H:9]1[C@@:37]2([CH3:38])[C:13](=[CH:14][CH:15]=[C:16]3[C@@H:36]2[CH2:35][CH2:34][C@@:33]2([CH3:39])[C@H:17]3[CH2:18][CH:19]=[C:20]2[C@H:21]([CH2:23][CH2:24][C:25]#[C:26][C:27]([CH2:28][CH3:29])([OH:30])[CH2:31][CH3:32])[CH3:22])[CH2:12][C@@H:11]([OH:40])[CH2:10]1. The catalyst class is: 54. (2) Reactant: [CH2:1]([OH:12])[C:2]1[CH:11]=[CH:10][C:7]([O:8][CH3:9])=[C:4]([O:5][CH3:6])[CH:3]=1.[CH3:13][CH:14]([CH3:24])[CH2:15][CH2:16][CH2:17][CH2:18][CH2:19][CH2:20][C:21](O)=[O:22].O. Product: [CH3:13][CH:14]([CH3:24])[CH2:15][CH2:16][CH2:17][CH2:18][CH2:19][CH2:20][C:21]([O:12][CH2:1][C:2]1[CH:11]=[CH:10][C:7]([O:8][CH3:9])=[C:4]([O:5][CH3:6])[CH:3]=1)=[O:22]. The catalyst class is: 81. (3) Reactant: [CH3:1][C:2]1[N:6]2[N:7]=[C:8]([CH2:11]O)[CH:9]=[CH:10][C:5]2=[N:4][C:3]=1[C:13]([F:16])([F:15])[F:14].S(Cl)([Cl:19])=O. Product: [Cl:19][CH2:11][C:8]1[CH:9]=[CH:10][C:5]2[N:6]([C:2]([CH3:1])=[C:3]([C:13]([F:16])([F:15])[F:14])[N:4]=2)[N:7]=1. The catalyst class is: 4. (4) Reactant: [Cl:1][CH2:2][C@:3]([C:14]1[CH:19]=[CH:18][C:17]([F:20])=[CH:16][C:15]=1[F:21])([OH:13])[C@H:4]([O:6]C1CCCCO1)[CH3:5].O.C1(C)C=CC(S(O)(=O)=O)=CC=1. Product: [Cl:1][CH2:2][C@:3]([C:14]1[CH:19]=[CH:18][C:17]([F:20])=[CH:16][C:15]=1[F:21])([OH:13])[C@H:4]([OH:6])[CH3:5]. The catalyst class is: 5. (5) Reactant: [CH2:1]([C@@:4]1([C:26]2[CH:31]=[CH:30][C:29]([F:32])=[CH:28][CH:27]=2)[O:9][C:8](=[O:10])[N:7]([C@H:11]([C:13]2[CH:18]=[CH:17][C:16]([C:19]3[CH:20]=[N:21][C:22](N)=[CH:23][CH:24]=3)=[CH:15][CH:14]=2)[CH3:12])[CH2:6][CH2:5]1)[CH:2]=[CH2:3].N([O-])=[O:34].[Na+].[OH-].[Na+]. Product: [CH2:1]([C@@:4]1([C:26]2[CH:27]=[CH:28][C:29]([F:32])=[CH:30][CH:31]=2)[O:9][C:8](=[O:10])[N:7]([C@H:11]([C:13]2[CH:14]=[CH:15][C:16]([C:19]3[CH:24]=[CH:23][C:22](=[O:34])[NH:21][CH:20]=3)=[CH:17][CH:18]=2)[CH3:12])[CH2:6][CH2:5]1)[CH:2]=[CH2:3]. The catalyst class is: 82. (6) Reactant: [NH2:1][C:2]1[NH:3][N:4]=[C:5]([C:7]2[CH:12]=[CH:11][N:10]=[CH:9][CH:8]=2)[CH:6]=1.C([O:15][C:16](=O)[CH2:17][C:18]([C:20]([F:23])([F:22])[F:21])=[O:19])C.C(O)(=O)C. Product: [F:21][C:20]([F:23])([F:22])[C:18](=[O:19])[CH2:17][C:16]([NH:1][C:2]1[NH:3][N:4]=[C:5]([C:7]2[CH:12]=[CH:11][N:10]=[CH:9][CH:8]=2)[CH:6]=1)=[O:15]. The catalyst class is: 11. (7) Reactant: [CH3:1][O:2][C:3](=[O:27])[CH:4]([N:22]1[CH:26]=[CH:25][CH:24]=[CH:23]1)[CH2:5][C:6]1[CH:11]=[CH:10][C:9](OS(C(F)(F)F)(=O)=O)=[C:8]([O:20][CH3:21])[CH:7]=1.[CH3:28][C:29]1[O:33][C:32]([C:34]2[CH:39]=[CH:38][CH:37]=[CH:36][CH:35]=2)=[N:31][C:30]=1[CH2:40][C:41]#[CH:42]. Product: [CH3:1][O:2][C:3](=[O:27])[CH:4]([N:22]1[CH:26]=[CH:25][CH:24]=[CH:23]1)[CH2:5][C:6]1[CH:11]=[CH:10][C:9]([CH:42]=[CH:41][CH2:40][C:30]2[N:31]=[C:32]([C:34]3[CH:39]=[CH:38][CH:37]=[CH:36][CH:35]=3)[O:33][C:29]=2[CH3:28])=[C:8]([O:20][CH3:21])[CH:7]=1. The catalyst class is: 45.